The task is: Predict the reaction yield, written as a fraction of the theoretical maximum amount of product (1.0 means a 100% yield; for example, 0.34 means a 34% yield).. This data is from Reaction yield outcomes from USPTO patents with 853,638 reactions. (1) The reactants are [Cl:1][C:2]1[CH:7]=[CH:6][C:5]([OH:8])=[CH:4][CH:3]=1.[H-].[Na+].[N+]([C:14]1[O:18][C:17]([CH:19]=[O:20])=[CH:16][CH:15]=1)([O-])=O.O. The catalyst is CS(C)=O.C(OCC)(=O)C.CCCCCC. The product is [Cl:1][C:2]1[CH:7]=[CH:6][C:5]([O:8][C:14]2[O:18][C:17]([CH:19]=[O:20])=[CH:16][CH:15]=2)=[CH:4][CH:3]=1. The yield is 0.530. (2) The reactants are Cl[C:2]1[C:7]([N+:8]([O-])=O)=[C:6]([CH3:11])[CH:5]=[CH:4][N:3]=1.[C:12]1([NH:18][C:19](=O)[CH3:20])[CH:17]=[CH:16][CH:15]=[CH:14][CH:13]=1. No catalyst specified. The product is [CH3:20][C:19]1[N:18]([C:12]2[CH:17]=[CH:16][CH:15]=[CH:14][CH:13]=2)[C:2]2=[N:3][CH:4]=[CH:5][C:6]([CH3:11])=[C:7]2[N:8]=1. The yield is 0.630. (3) The reactants are [CH:1]1[C:10]2[C:5](=[CH:6][CH:7]=[CH:8][CH:9]=2)[CH:4]=[C:3]([C:11]([NH:13][C:14]2[NH:18][C:17]3[CH:19]=[C:20]([O:26][CH2:27][CH3:28])[CH:21]=[C:22]([C:23]([OH:25])=O)[C:16]=3[N:15]=2)=[O:12])[N:2]=1.CN(C(ON1N=NC2C=CC=CC1=2)=[N+](C)C)C.F[P-](F)(F)(F)(F)F.CCN(C(C)C)C(C)C.S(O)(O)(=O)=O.[NH2:67][C:68]1[NH:69][CH:70]=[CH:71][N:72]=1. The catalyst is CN(C=O)C.[Cl-].[Na+].O. The product is [CH2:27]([O:26][C:20]1[CH:21]=[C:22]([C:23](=[O:25])[NH:67][C:68]2[NH:69][CH:70]=[CH:71][N:72]=2)[C:16]2[NH:15][C:14]([NH:13][C:11]([C:3]3[N:2]=[CH:1][C:10]4[C:5]([CH:4]=3)=[CH:6][CH:7]=[CH:8][CH:9]=4)=[O:12])=[N:18][C:17]=2[CH:19]=1)[CH3:28]. The yield is 0.230. (4) The reactants are [CH3:1][O:2][C:3]1[CH:8]=[CH:7][C:6]([S:9]([CH2:12][CH2:13][O:14][CH:15]2[CH2:20][CH2:19][CH2:18][CH2:17][O:16]2)(=[O:11])=[O:10])=[CH:5][C:4]=1B1OC(C)(C)C(C)(C)O1.Br[C:31]1[C:40]2[C:35](=[CH:36][CH:37]=[C:38]([C:41]3[CH:42]=[N:43][N:44]([CH3:46])[CH:45]=3)[CH:39]=2)[C:34](=[O:47])[N:33]([CH3:48])[CH:32]=1.C(O[K])(C)=O.CC(=O)OCC. The catalyst is O1CCOCC1.C1C=CC(P(C2C=CC=CC=2)[C-]2C=CC=C2)=CC=1.C1C=CC(P(C2C=CC=CC=2)[C-]2C=CC=C2)=CC=1.Cl[Pd]Cl.[Fe+2]. The product is [CH3:1][O:2][C:3]1[CH:8]=[CH:7][C:6]([S:9]([CH2:12][CH2:13][O:14][CH:15]2[CH2:20][CH2:19][CH2:18][CH2:17][O:16]2)(=[O:10])=[O:11])=[CH:5][C:4]=1[C:31]1[C:40]2[C:35](=[CH:36][CH:37]=[C:38]([C:41]3[CH:42]=[N:43][N:44]([CH3:46])[CH:45]=3)[CH:39]=2)[C:34](=[O:47])[N:33]([CH3:48])[CH:32]=1. The yield is 0.236. (5) The product is [CH3:3][N:2]([CH2:4][CH:5]1[CH:11]([C:12]2[CH:13]=[C:14]([O:18][C:22](=[O:23])[C:21]([CH3:26])([CH3:25])[CH3:20])[CH:15]=[CH:16][CH:17]=2)[CH2:10][CH:9]2[CH2:19][CH:6]1[CH2:7][CH2:8]2)[CH3:1]. The catalyst is C(Cl)Cl. The yield is 0.819. The reactants are [CH3:1][N:2]([CH2:4][CH:5]1[CH:11]([C:12]2[CH:13]=[C:14]([OH:18])[CH:15]=[CH:16][CH:17]=2)[CH2:10][CH:9]2[CH2:19][CH:6]1[CH2:7][CH2:8]2)[CH3:3].[CH3:20][C:21]([CH3:26])([CH3:25])[C:22](Cl)=[O:23].C(N(CC)CC)C. (6) The yield is 0.760. The product is [Br:1][CH2:10][C:9]1[C:4]([F:3])=[C:5]([NH:13][S:14]([CH2:17][CH2:18][CH3:19])(=[O:16])=[O:15])[CH:6]=[CH:7][C:8]=1[F:12]. The catalyst is C(#N)C. The reactants are [Br:1]Br.[F:3][C:4]1[C:9]([CH2:10]O)=[C:8]([F:12])[CH:7]=[CH:6][C:5]=1[NH:13][S:14]([CH2:17][CH2:18][CH3:19])(=[O:16])=[O:15]. (7) The reactants are S(Cl)([Cl:3])=O.[CH3:5][O:6][C:7]1[N:12]=[CH:11][C:10]([CH2:13]O)=[CH:9][CH:8]=1. The catalyst is C(Cl)Cl. The product is [Cl:3][CH2:13][C:10]1[CH:9]=[CH:8][C:7]([O:6][CH3:5])=[N:12][CH:11]=1. The yield is 0.880. (8) The reactants are [C:1]([O:4][C@H:5]1[C@H:10]([N:11]=[C:12]=[S:13])[C@@H:9]([O:14][C:15](=[O:17])[CH3:16])[C@H:8]([O:18][C:19](=[O:21])[CH3:20])[C@@H:7]([CH2:22][O:23][C:24](=[O:26])[CH3:25])[O:6]1)(=[O:3])[CH3:2].[F:27][C:28]([F:32])([F:31])[CH2:29][NH2:30]. The catalyst is CC#N. The product is [C:1]([O:4][C@H:5]1[C@H:10]([NH:11][C:12]([NH:30][CH2:29][C:28]([F:32])([F:31])[F:27])=[S:13])[C@@H:9]([O:14][C:15](=[O:17])[CH3:16])[C@H:8]([O:18][C:19](=[O:21])[CH3:20])[C@@H:7]([CH2:22][O:23][C:24](=[O:26])[CH3:25])[O:6]1)(=[O:3])[CH3:2]. The yield is 0.810.